Predict the reactants needed to synthesize the given product. From a dataset of Full USPTO retrosynthesis dataset with 1.9M reactions from patents (1976-2016). (1) Given the product [C:27]1([C:21]2[CH:26]=[CH:25][CH:24]=[CH:23][CH:22]=2)[CH:34]=[CH:33][CH:32]=[C:29]([CH2:30][NH:31][C:17](=[O:19])/[CH:16]=[CH:15]/[C:5]2[CH:6]=[CH:7][C:8]([N:9]3[CH:13]=[C:12]([CH3:14])[N:11]=[CH:10]3)=[C:3]([O:2][CH3:1])[CH:4]=2)[CH:28]=1, predict the reactants needed to synthesize it. The reactants are: [CH3:1][O:2][C:3]1[CH:4]=[C:5](/[CH:15]=[CH:16]/[C:17]([OH:19])=O)[CH:6]=[CH:7][C:8]=1[N:9]1[CH:13]=[C:12]([CH3:14])[N:11]=[CH:10]1.Cl.[C:21]1([C:27]2[CH:28]=[C:29]([CH:32]=[CH:33][CH:34]=2)[CH2:30][NH2:31])[CH:26]=[CH:25][CH:24]=[CH:23][CH:22]=1.C(N(C(C)C)CC)(C)C.Cl.C(N=C=NCCCN(C)C)C.ON1C2C=CC=CC=2N=N1. (2) Given the product [C:1]([O:5][C:6](=[O:18])[NH:7][CH2:8][C:9]1([C:15]#[N:16])[CH2:11][CH:10]1[CH:12]([CH3:13])[CH3:14])([CH3:2])([CH3:4])[CH3:3], predict the reactants needed to synthesize it. The reactants are: [C:1]([O:5][C:6](=[O:18])[NH:7][CH2:8][C:9]1([C:15](=O)[NH2:16])[CH2:11][CH:10]1[CH:12]([CH3:14])[CH3:13])([CH3:4])([CH3:3])[CH3:2].N1C(Cl)=NC(Cl)=NC=1Cl.[OH-].[Na+]. (3) Given the product [OH:13][C:2]1[C:3]([CH3:12])=[C:4]([C:8]([CH3:11])=[CH:9][CH:10]=1)[C:5]([OH:7])=[O:6], predict the reactants needed to synthesize it. The reactants are: N[C:2]1[C:3]([CH3:12])=[C:4]([C:8]([CH3:11])=[CH:9][CH:10]=1)[C:5]([OH:7])=[O:6].[OH:13]S(O)(=O)=O.N([O-])=O.[Na+]. (4) Given the product [NH2:14][C:13]1[CH:12]=[CH:11][C:10]([O:15][C:17]2[CH:22]=[CH:21][N:20]=[C:19]([C:23]([O:25][C:26]([CH3:29])([CH3:28])[CH3:27])=[O:24])[CH:18]=2)=[CH:9][C:8]=1[F:7], predict the reactants needed to synthesize it. The reactants are: CC(C)([O-])C.[K+].[F:7][C:8]1[CH:9]=[C:10]([OH:15])[CH:11]=[CH:12][C:13]=1[NH2:14].Cl[C:17]1[CH:22]=[CH:21][N:20]=[C:19]([C:23]([O:25][C:26]([CH3:29])([CH3:28])[CH3:27])=[O:24])[CH:18]=1. (5) Given the product [CH:29]1([CH:32]([C:27]2[C:22]([Cl:21])=[N:23][CH:24]=[N:25][C:26]=2[Cl:28])[OH:33])[CH2:31][CH2:30]1, predict the reactants needed to synthesize it. The reactants are: C(NC(C)C)(C)C.[Li]CCCC.[Li+].CC([N-]C(C)C)C.[Cl:21][C:22]1[CH:27]=[C:26]([Cl:28])[N:25]=[CH:24][N:23]=1.[CH:29]1([CH:32]=[O:33])[CH2:31][CH2:30]1.